This data is from Catalyst prediction with 721,799 reactions and 888 catalyst types from USPTO. The task is: Predict which catalyst facilitates the given reaction. (1) The catalyst class is: 6. Product: [Cl:18][C:19]1[CH:24]=[CH:23][C:22]([CH:25]([NH:27][C:15](=[O:16])[CH2:14][CH2:13][C:5]2[CH:6]=[CH:7][C:8]([O:9][CH2:10][C:11]#[CH:12])=[C:3]([O:2][CH3:1])[CH:4]=2)[CH3:26])=[CH:21][CH:20]=1. Reactant: [CH3:1][O:2][C:3]1[CH:4]=[C:5]([CH2:13][CH2:14][C:15](Cl)=[O:16])[CH:6]=[CH:7][C:8]=1[O:9][CH2:10][C:11]#[CH:12].[Cl:18][C:19]1[CH:24]=[CH:23][C:22]([CH:25]([NH2:27])[CH3:26])=[CH:21][CH:20]=1.C(N(CC)CC)C.O1CCCC1. (2) Reactant: C(O)(C(F)(F)F)=O.C(OC(=O)[NH:14][C@@H:15]1[CH2:20][CH2:19][N:18]([C:21]2[CH:26]=[C:25]([C:27]#[N:28])[CH:24]=[C:23]([NH:29][C:30]3[N:35]=[C:34]([N:36]([CH:46]4[CH2:48][CH2:47]4)[CH2:37][C:38]4[CH:43]=[CH:42][C:41]([O:44][CH3:45])=[CH:40][CH:39]=4)[C:33]4=[N:49][CH:50]=[C:51]([C:52]#[N:53])[N:32]4[N:31]=3)[C:22]=2[Cl:54])[CH2:17][C@H:16]1[O:55][Si:56]([C:59]([CH3:62])([CH3:61])[CH3:60])([CH3:58])[CH3:57])(C)(C)C.C1(OC)C=CC=CC=1. Product: [NH2:14][C@@H:15]1[CH2:20][CH2:19][N:18]([C:21]2[C:22]([Cl:54])=[C:23]([NH:29][C:30]3[N:35]=[C:34]([N:36]([CH:46]4[CH2:47][CH2:48]4)[CH2:37][C:38]4[CH:39]=[CH:40][C:41]([O:44][CH3:45])=[CH:42][CH:43]=4)[C:33]4=[N:49][CH:50]=[C:51]([C:52]#[N:53])[N:32]4[N:31]=3)[CH:24]=[C:25]([C:27]#[N:28])[CH:26]=2)[CH2:17][C@H:16]1[O:55][Si:56]([C:59]([CH3:62])([CH3:61])[CH3:60])([CH3:58])[CH3:57].[NH2:14][C@@H:15]1[CH2:20][CH2:19][N:18]([C:21]2[C:22]([Cl:54])=[C:23]([NH:29][C:30]3[N:35]=[C:34]([NH:36][CH:46]4[CH2:47][CH2:48]4)[C:33]4=[N:49][CH:50]=[C:51]([C:52]#[N:53])[N:32]4[N:31]=3)[CH:24]=[C:25]([C:27]#[N:28])[CH:26]=2)[CH2:17][C@H:16]1[O:55][Si:56]([C:59]([CH3:62])([CH3:61])[CH3:60])([CH3:57])[CH3:58]. The catalyst class is: 4.